From a dataset of Full USPTO retrosynthesis dataset with 1.9M reactions from patents (1976-2016). Predict the reactants needed to synthesize the given product. Given the product [Cl:6][C:7]1[N:12]=[CH:11][C:10]2[C:13]([CH:19]=[O:20])=[CH:14][N:15]([CH:16]([CH3:18])[CH3:17])[C:9]=2[CH:8]=1, predict the reactants needed to synthesize it. The reactants are: O=P(Cl)(Cl)Cl.[Cl:6][C:7]1[N:12]=[CH:11][C:10]2[CH:13]=[CH:14][N:15]([CH:16]([CH3:18])[CH3:17])[C:9]=2[CH:8]=1.[C:19](=O)(O)[O-:20].[Na+].